Predict the reaction yield, written as a fraction of the theoretical maximum amount of product (1.0 means a 100% yield; for example, 0.34 means a 34% yield). From a dataset of Reaction yield outcomes from USPTO patents with 853,638 reactions. (1) The reactants are [C:1]([NH:5][S:6]([C:9]1[CH:14]=[CH:13][C:12]([N:15]2[C:19]([C:20]3[CH:25]=[CH:24][C:23]([O:26][CH3:27])=[C:22]([F:28])[CH:21]=3)=[CH:18][N:17]=[CH:16]2)=[CH:11][CH:10]=1)(=[O:8])=[O:7])([CH3:4])([CH3:3])[CH3:2].[Cl:29]N1C(=O)CCC1=O. The catalyst is C(#N)C. The product is [C:1]([NH:5][S:6]([C:9]1[CH:10]=[CH:11][C:12]([N:15]2[C:19]([C:20]3[CH:25]=[CH:24][C:23]([O:26][CH3:27])=[C:22]([F:28])[CH:21]=3)=[C:18]([Cl:29])[N:17]=[CH:16]2)=[CH:13][CH:14]=1)(=[O:7])=[O:8])([CH3:4])([CH3:3])[CH3:2]. The yield is 0.820. (2) The reactants are C([O:3][C:4]([CH:6]1[CH2:15][C:14]2[C:9](=[CH:10][CH:11]=[CH:12][CH:13]=2)[CH2:8][N:7]1[C:16](=[O:30])[C:17]1[CH:22]=[CH:21][CH:20]=[C:19]([O:23][C:24]2[CH:29]=[CH:28][CH:27]=[CH:26][CH:25]=2)[CH:18]=1)=[O:5])C.[OH-].[Na+]. The catalyst is C(O)C.O1CCCC1. The product is [O:23]([C:19]1[CH:18]=[C:17]([CH:22]=[CH:21][CH:20]=1)[C:16]([N:7]1[CH:6]([C:4]([OH:5])=[O:3])[CH2:15][C:14]2[C:9](=[CH:10][CH:11]=[CH:12][CH:13]=2)[CH2:8]1)=[O:30])[C:24]1[CH:25]=[CH:26][CH:27]=[CH:28][CH:29]=1. The yield is 0.890.